From a dataset of Catalyst prediction with 721,799 reactions and 888 catalyst types from USPTO. Predict which catalyst facilitates the given reaction. (1) Reactant: [C:1](Cl)(=[O:9])[O:2][C:3]1[CH:8]=[CH:7][CH:6]=[CH:5][CH:4]=1.C(=O)([O-])O.[Na+].[F:16][C:17]1[CH:22]=[CH:21][C:20]([C:23]2[CH:24]=[CH:25][C:26]3[N:27]([C:29]([S:32][C:33]4[CH:42]=[CH:41][C:36]5[N:37]=[C:38]([NH2:40])[S:39][C:35]=5[CH:34]=4)=[CH:30][N:31]=3)[CH:28]=2)=[CH:19][CH:18]=1. Product: [F:16][C:17]1[CH:22]=[CH:21][C:20]([C:23]2[CH:24]=[CH:25][C:26]3[N:27]([C:29]([S:32][C:33]4[CH:42]=[CH:41][C:36]5[N:37]=[C:38]([NH:40][C:1](=[O:9])[O:2][C:3]6[CH:8]=[CH:7][CH:6]=[CH:5][CH:4]=6)[S:39][C:35]=5[CH:34]=4)=[CH:30][N:31]=3)[CH:28]=2)=[CH:19][CH:18]=1. The catalyst class is: 132. (2) Reactant: Cl.[F:2][C:3]1[CH:4]=[C:5]([S:9]([C:12]2[CH:13]=[C:14]3[C:19](=[CH:20][CH:21]=2)[C@H:18]([CH2:22][NH:23][CH3:24])[CH2:17][CH2:16][CH2:15]3)(=[O:11])=[O:10])[CH:6]=[CH:7][CH:8]=1.[CH3:25][S:26](Cl)(=[O:28])=[O:27]. Product: [F:2][C:3]1[CH:4]=[C:5]([S:9]([C:12]2[CH:13]=[C:14]3[C:19](=[CH:20][CH:21]=2)[C@H:18]([CH2:22][N:23]([CH3:24])[S:26]([CH3:25])(=[O:28])=[O:27])[CH2:17][CH2:16][CH2:15]3)(=[O:11])=[O:10])[CH:6]=[CH:7][CH:8]=1. The catalyst class is: 202. (3) Reactant: Cl.[NH2:2][CH2:3][C:4]([O:6][CH3:7])=[O:5].Cl[C:9]1[C:14]([N+:15]([O-:17])=[O:16])=[CH:13][CH:12]=[C:11]([Cl:18])[N:10]=1.C(N(CC)CC)C. Product: [Cl:18][C:11]1[N:10]=[C:9]([NH:2][CH2:3][C:4]([O:6][CH3:7])=[O:5])[C:14]([N+:15]([O-:17])=[O:16])=[CH:13][CH:12]=1. The catalyst class is: 8. (4) Reactant: [CH3:1][CH2:2][O:3][C:4]([C:6]1[N:7]([C:17]([O:19][C:20]([CH3:23])([CH3:22])[CH3:21])=[O:18])[C:8]2[C:13]([CH:14]=1)=[CH:12][C:11]([Cl:15])=[CH:10][C:9]=2[CH3:16])=[O:5].[Br:24]N1C(=O)CCC1=O.C(OOC(=O)C1C=CC=CC=1)(=O)C1C=CC=CC=1. Product: [CH3:1][CH2:2][O:3][C:4]([C:6]1[N:7]([C:17]([O:19][C:20]([CH3:22])([CH3:21])[CH3:23])=[O:18])[C:8]2[C:13]([CH:14]=1)=[CH:12][C:11]([Cl:15])=[CH:10][C:9]=2[CH2:16][Br:24])=[O:5]. The catalyst class is: 53. (5) Reactant: Br[C:2]1[CH:7]=[C:6]([C:8]([O:12][CH3:13])([O:10][CH3:11])[CH3:9])[CH:5]=[C:4]([C:14]([CH3:17])([CH3:16])[CH3:15])[C:3]=1[O:18][CH3:19].[NH:20]1[CH2:25][CH2:24][O:23][CH2:22][CH2:21]1.CC(C)([O-])C.[Na+]. Product: [C:14]([C:4]1[C:3]([O:18][CH3:19])=[C:2]([N:20]2[CH2:25][CH2:24][O:23][CH2:22][CH2:21]2)[CH:7]=[C:6]([C:8]([O:12][CH3:13])([O:10][CH3:11])[CH3:9])[CH:5]=1)([CH3:17])([CH3:16])[CH3:15]. The catalyst class is: 848.